Dataset: Catalyst prediction with 721,799 reactions and 888 catalyst types from USPTO. Task: Predict which catalyst facilitates the given reaction. (1) Reactant: [NH2:1][C:2]1[C:3]([NH:10][C:11]2[CH:16]=[CH:15][C:14]([CH2:17][CH2:18][NH:19][C:20]([NH:22][S:23]([C:26]3[CH:31]=[CH:30][C:29]([CH3:32])=[CH:28][CH:27]=3)(=[O:25])=[O:24])=[O:21])=[CH:13][CH:12]=2)=[N:4][C:5]([CH3:9])=[CH:6][C:7]=1[CH3:8].[CH3:33][N:34]=[C:35]=[S:36]. Product: [CH3:8][C:7]1[CH:6]=[C:5]([CH3:9])[N:4]=[C:3]([NH:10][C:11]2[CH:16]=[CH:15][C:14]([CH2:17][CH2:18][NH:19][C:20]([NH:22][S:23]([C:26]3[CH:27]=[CH:28][C:29]([CH3:32])=[CH:30][CH:31]=3)(=[O:25])=[O:24])=[O:21])=[CH:13][CH:12]=2)[C:2]=1[NH:1][C:35]([NH:34][CH3:33])=[S:36]. The catalyst class is: 1. (2) Reactant: [Cl:1][C:2]1[CH:10]=[CH:9][C:5]([C:6]([OH:8])=O)=[C:4]([OH:11])[CH:3]=1.[F:12][C:13]1[CH:14]=[N:15][C:16]([O:28][C:29]2[CH:34]=[CH:33][CH:32]=[C:31]([S:35][CH3:36])[CH:30]=2)=[C:17]([CH:27]=1)[C:18]([NH:20][CH:21]1[CH2:26][CH2:25][NH:24][CH2:23][CH2:22]1)=[O:19].ON1C2C=CC=CC=2N=N1.CN1CCOCC1.Cl.CN(C)CCCN=C=NCC. Product: [Cl:1][C:2]1[CH:10]=[CH:9][C:5]([C:6]([N:24]2[CH2:23][CH2:22][CH:21]([NH:20][C:18](=[O:19])[C:17]3[CH:27]=[C:13]([F:12])[CH:14]=[N:15][C:16]=3[O:28][C:29]3[CH:34]=[CH:33][CH:32]=[C:31]([S:35][CH3:36])[CH:30]=3)[CH2:26][CH2:25]2)=[O:8])=[C:4]([OH:11])[CH:3]=1. The catalyst class is: 4. (3) Reactant: [CH2:1]([O:8][C@H:9]([C@@H:15]1[C:19](=[O:20])[O:18][C:17]([CH3:22])([CH3:21])[O:16]1)[C:10](=[O:14])SCC)[C:2]1[CH:7]=[CH:6][CH:5]=[CH:4][CH:3]=1.C([SiH](CC)CC)C. Product: [CH2:1]([O:8][C@H:9]([C@@H:15]1[C:19](=[O:20])[O:18][C:17]([CH3:22])([CH3:21])[O:16]1)[CH:10]=[O:14])[C:2]1[CH:7]=[CH:6][CH:5]=[CH:4][CH:3]=1. The catalyst class is: 707.